Dataset: Full USPTO retrosynthesis dataset with 1.9M reactions from patents (1976-2016). Task: Predict the reactants needed to synthesize the given product. (1) Given the product [CH:50]([O:49][C:47](=[O:48])[NH:1][C:2]1[C:12]([F:13])=[CH:11][C:10]([C:14]2[CH:15]=[C:16]3[C:22]([C:23]4[CH:28]=[CH:27][CH:26]=[CH:25][C:24]=4[O:29][CH3:30])=[CH:21][N:20]([S:31]([C:34]4[CH:35]=[CH:36][C:37]([CH3:40])=[CH:38][CH:39]=4)(=[O:32])=[O:33])[C:17]3=[N:18][CH:19]=2)=[CH:9][C:3]=1[C:4](=[O:5])[N:6]([CH3:8])[CH3:7])([CH3:52])[CH3:51], predict the reactants needed to synthesize it. The reactants are: [NH2:1][C:2]1[C:12]([F:13])=[CH:11][C:10]([C:14]2[CH:15]=[C:16]3[C:22]([C:23]4[CH:28]=[CH:27][CH:26]=[CH:25][C:24]=4[O:29][CH3:30])=[CH:21][N:20]([S:31]([C:34]4[CH:39]=[CH:38][C:37]([CH3:40])=[CH:36][CH:35]=4)(=[O:33])=[O:32])[C:17]3=[N:18][CH:19]=2)=[CH:9][C:3]=1[C:4]([N:6]([CH3:8])[CH3:7])=[O:5].C(=O)(O)[O-].[Na+].Cl[C:47]([O:49][CH:50]([CH3:52])[CH3:51])=[O:48]. (2) Given the product [Cl:1][C:2]1[CH:10]=[CH:9][C:8]2[N:7]([CH2:11][C:12]([O:14][CH2:31][C:32]3[CH:37]=[CH:36][CH:35]=[CH:34][CH:33]=3)=[O:13])[C:6]3[CH2:15][CH2:16][N:17]([CH3:19])[CH2:18][C:5]=3[C:4]=2[CH:3]=1, predict the reactants needed to synthesize it. The reactants are: [Cl:1][C:2]1[CH:10]=[CH:9][C:8]2[N:7]([CH2:11][C:12]([OH:14])=[O:13])[C:6]3[CH2:15][CH2:16][N:17]([CH3:19])[CH2:18][C:5]=3[C:4]=2[CH:3]=1.CCN=C=NCCCN(C)C.[CH2:31](O)[C:32]1[CH:37]=[CH:36][CH:35]=[CH:34][CH:33]=1. (3) Given the product [NH2:1][C:2]1[N:7]=[CH:6][N:5]=[C:4]2[N:8]([CH2:12][CH2:13][N:14]([CH2:19][C:20]3[CH:25]=[CH:24][C:23]([Cl:26])=[CH:22][CH:21]=3)[C:15](=[O:18])[CH:16]=[CH2:17])[N:9]=[C:10]([C:30]3[CH:31]=[C:32]([OH:35])[C:33]([F:34])=[C:28]([F:27])[CH:29]=3)[C:3]=12, predict the reactants needed to synthesize it. The reactants are: [NH2:1][C:2]1[N:7]=[CH:6][N:5]=[C:4]2[N:8]([CH2:12][CH2:13][N:14]([CH2:19][C:20]3[CH:25]=[CH:24][C:23]([Cl:26])=[CH:22][CH:21]=3)[C:15](=[O:18])[CH:16]=[CH2:17])[N:9]=[C:10](I)[C:3]=12.[F:27][C:28]1[CH:29]=[C:30](B(O)O)[CH:31]=[C:32]([OH:35])[C:33]=1[F:34].C(=O)([O-])[O-].[Na+].[Na+].O. (4) Given the product [Cl:1][C:2]1[CH:3]=[C:4]2[C:5](=[CH:6][CH:7]=1)[CH:8]=[C:9]1[CH2:10][CH2:11][CH2:12][C:13]1=[C:14]2[S:15]([C:18]1[CH:19]=[CH:20][CH:21]=[CH:22][CH:23]=1)(=[O:16])=[O:17], predict the reactants needed to synthesize it. The reactants are: [Cl:1][C:2]1[CH:7]=[CH:6][C:5](/[CH:8]=[CH:9]/[CH2:10][CH2:11][CH2:12][C:13]#[C:14][S:15]([C:18]2[CH:23]=[CH:22][CH:21]=[CH:20][CH:19]=2)(=[O:17])=[O:16])=[CH:4][CH:3]=1. (5) Given the product [CH3:1][O:5][C:6](=[O:19])[C:12]1[CH:13]=[CH:14][CH:15]=[C:10]([CH2:9][C:8]([NH:7][C:6]([O:5][C:1]([CH3:4])([CH3:3])[CH3:2])=[O:19])([CH3:18])[CH3:17])[CH:11]=1, predict the reactants needed to synthesize it. The reactants are: [C:1]([O:5][C:6](=[O:19])[NH:7][C:8]([CH3:18])([CH3:17])[CH2:9][C:10]1[CH:15]=[CH:14][CH:13]=[C:12](Br)[CH:11]=1)([CH3:4])([CH3:3])[CH3:2].C(N(CC)CC)C.[C]=O. (6) The reactants are: [C:1]([NH:8][CH2:9][CH2:10]Br)([O:3]C(C)(C)C)=[O:2].[CH2:12]([C:14]1[CH:19]=[C:18]([C:20]2[N:24]=[C:23]([C:25]3[CH:30]=[C:29]([CH3:31])[CH:28]=[C:27]([CH2:32][N:33]([CH2:35][CH3:36])[CH3:34])[CH:26]=3)[O:22][N:21]=2)[CH:17]=[C:16]([CH3:37])[C:15]=1[OH:38])C.C([O-])([O-])=O.[K+].[K+]. Given the product [CH2:35]([N:33]([CH2:32][C:27]1[CH:26]=[C:25]([C:23]2[O:22][N:21]=[C:20]([C:18]3[CH:17]=[C:16]([CH3:37])[C:15]([O:38][CH2:10][CH2:9][NH2:8])=[C:14]([CH3:12])[CH:19]=3)[N:24]=2)[CH:30]=[C:29]([CH3:31])[CH:28]=1)[CH3:34])[CH3:36].[CH:1]([O-:3])=[O:2], predict the reactants needed to synthesize it. (7) Given the product [Cl:1][C:2]1[CH:11]=[CH:10][CH:9]=[C:8]2[C:3]=1[N:4]=[C:5]([C:23]1[CH:28]=[CH:27][CH:26]=[C:25]([F:33])[CH:24]=1)[C:6]([CH3:12])=[N:7]2, predict the reactants needed to synthesize it. The reactants are: [Cl:1][C:2]1[CH:11]=[CH:10][CH:9]=[C:8]2[C:3]=1[N:4]=[C:5]([C:23]1[CH:28]=[CH:27][CH:26]=[CH:25][C:24]=1C(F)(F)F)[C:6]([CH2:12]NC1N=CN=C3C=1N=CN3)=[N:7]2.[F:33]C1C=C(B(O)O)C=CC=1.C(O)(O)=O. (8) Given the product [CH3:13][CH:10]1[CH2:11][CH2:12][CH:8]([CH3:7])[N:9]1[C:14]1[CH:22]=[CH:21][C:17]([C:18]2[O:20][N:29]=[C:28]([C:30]3[CH:35]=[CH:34][CH:33]=[CH:32][C:31]=3[O:36][C:37]([F:38])([F:39])[F:40])[N:27]=2)=[CH:16][C:15]=1[N+:23]([O-:25])=[O:24], predict the reactants needed to synthesize it. The reactants are: C(Cl)(=O)C(Cl)=O.[CH3:7][CH:8]1[CH2:12][CH2:11][CH:10]([CH3:13])[N:9]1[C:14]1[CH:22]=[CH:21][C:17]([C:18]([OH:20])=O)=[CH:16][C:15]=1[N+:23]([O-:25])=[O:24].O[N:27]=[C:28]([C:30]1[CH:35]=[CH:34][CH:33]=[CH:32][C:31]=1[O:36][C:37]([F:40])([F:39])[F:38])[NH2:29].CCN(C(C)C)C(C)C. (9) Given the product [CH2:18]([O:21][C:22]1([CH3:28])[CH2:23][CH2:24][N:25]([C:9]2[N:4]3[N:3]=[C:2]([Br:1])[CH:17]=[C:5]3[N:6]=[C:7]([CH3:16])[C:8]=2[CH2:11][C:12]([O:14][CH3:15])=[O:13])[CH2:26][CH2:27]1)[CH:19]=[CH2:20], predict the reactants needed to synthesize it. The reactants are: [Br:1][C:2]1[CH:17]=[C:5]2[N:6]=[C:7]([CH3:16])[C:8]([CH2:11][C:12]([O:14][CH3:15])=[O:13])=[C:9](Cl)[N:4]2[N:3]=1.[CH2:18]([O:21][C:22]1([CH3:28])[CH2:27][CH2:26][NH:25][CH2:24][CH2:23]1)[CH:19]=[CH2:20].CCN(C(C)C)C(C)C.O.